Predict the reactants needed to synthesize the given product. From a dataset of Full USPTO retrosynthesis dataset with 1.9M reactions from patents (1976-2016). (1) The reactants are: [Br:1][C:2]1[CH:3]=[CH:4][C:5]([O:32][C:33]([C:36]([O:38]CC)=[O:37])([CH3:35])[CH3:34])=[C:6]([CH:8]2[C:13]3([C:21]4[C:16](=[CH:17][C:18]([Cl:22])=[CH:19][CH:20]=4)[NH:15][C:14]3=[O:23])[CH:12]([C:24]3[CH:29]=[CH:28][CH:27]=[C:26]([Cl:30])[CH:25]=3)[CH2:11][C:10](=[O:31])[NH:9]2)[CH:7]=1.[OH-].[Na+]. Given the product [Br:1][C:2]1[CH:3]=[CH:4][C:5]([O:32][C:33]([C:36]([OH:38])=[O:37])([CH3:34])[CH3:35])=[C:6]([CH:8]2[C:13]3([C:21]4[C:16](=[CH:17][C:18]([Cl:22])=[CH:19][CH:20]=4)[NH:15][C:14]3=[O:23])[CH:12]([C:24]3[CH:29]=[CH:28][CH:27]=[C:26]([Cl:30])[CH:25]=3)[CH2:11][C:10](=[O:31])[NH:9]2)[CH:7]=1, predict the reactants needed to synthesize it. (2) The reactants are: [Cl:1][C:2]1[CH:7]=[CH:6][C:5](F)=[C:4]([N+:9]([O-:11])=[O:10])[CH:3]=1.[NH2:12][CH:13]1[CH2:20][C:16]2([CH2:19][O:18][CH2:17]2)[N:15]([C:21]([O:23][C:24]([CH3:27])([CH3:26])[CH3:25])=[O:22])[CH2:14]1.CCN(CC)CC. Given the product [Cl:1][C:2]1[CH:7]=[CH:6][C:5]([NH:12][CH:13]2[CH2:20][C:16]3([CH2:17][O:18][CH2:19]3)[N:15]([C:21]([O:23][C:24]([CH3:27])([CH3:26])[CH3:25])=[O:22])[CH2:14]2)=[C:4]([N+:9]([O-:11])=[O:10])[CH:3]=1, predict the reactants needed to synthesize it. (3) Given the product [CH3:21][O:13][C:12](=[O:14])[CH2:11][CH2:10][C:9]([C:3]1[CH:4]=[CH:5][C:6]([OH:8])=[CH:7][C:2]=1[OH:1])=[O:15], predict the reactants needed to synthesize it. The reactants are: [OH:1][C:2]1[CH:7]=[C:6]([OH:8])[CH:5]=[CH:4][C:3]=1[C:9](=[O:15])[CH2:10][CH2:11][C:12]([OH:14])=[O:13].OS(O)(=O)=O.[CH3:21]O.